Predict the product of the given reaction. From a dataset of Forward reaction prediction with 1.9M reactions from USPTO patents (1976-2016). (1) The product is: [OH:17][CH2:16][C:9]1[N:10]([CH2:13][CH2:14][CH3:15])[C:11](=[O:12])[N:7]([CH2:6][C:5]2[CH:37]=[CH:38][C:2]([CH3:1])=[CH:3][CH:4]=2)[N:8]=1. Given the reactants [CH3:1][C:2]1[CH:38]=[CH:37][C:5]([CH2:6][N:7]2[C:11](=[O:12])[N:10]([CH2:13][CH2:14][CH3:15])[C:9]([CH2:16][O:17]C(C3C=CC=CC=3)(C3C=CC=CC=3)C3C=CC=CC=3)=[N:8]2)=[CH:4][CH:3]=1.C([SiH](CC)CC)C.FC(F)(F)C(O)=O, predict the reaction product. (2) The product is: [CH2:1]([O:3][C:4]([C:6]1([C:9]2[CH:14]=[CH:13][C:12]([C:15]3[CH:20]=[CH:19][C:18]([C:21]4[O:25][N:24]=[C:23]([CH3:26])[C:22]=4[NH:27][C:28]4[CH:33]=[CH:32][CH:31]=[C:30]([C:40]5[CH:39]=[CH:38][CH:37]=[C:36]([F:35])[C:41]=5[F:42])[N:29]=4)=[CH:17][CH:16]=3)=[CH:11][CH:10]=2)[CH2:8][CH2:7]1)=[O:5])[CH3:2]. Given the reactants [CH2:1]([O:3][C:4]([C:6]1([C:9]2[CH:14]=[CH:13][C:12]([C:15]3[CH:20]=[CH:19][C:18]([C:21]4[O:25][N:24]=[C:23]([CH3:26])[C:22]=4[NH:27][C:28]4[CH:33]=[CH:32][CH:31]=[C:30](Br)[N:29]=4)=[CH:17][CH:16]=3)=[CH:11][CH:10]=2)[CH2:8][CH2:7]1)=[O:5])[CH3:2].[F:35][C:36]1[C:41]([F:42])=[CH:40][CH:39]=[CH:38][C:37]=1B(O)O, predict the reaction product. (3) Given the reactants F.F.F.C(N(CC)CC)C.[B-](F)(F)(F)F.CCN([S+](F)[F:22])CC.[Cl:24][C:25]1[CH:26]=[C:27]([CH2:33]O)[C:28]([CH:31]=[CH2:32])=[N:29][CH:30]=1, predict the reaction product. The product is: [Cl:24][C:25]1[CH:26]=[C:27]([CH2:33][F:22])[C:28]([CH:31]=[CH2:32])=[N:29][CH:30]=1. (4) Given the reactants [ClH:1].[CH2:2]([C:4]1[S:5][C:6]2[C:15]3[CH:14]=[CH:13][CH:12]=[CH:11][C:10]=3[N:9]=[C:8]([NH2:16])[C:7]=2[N:17]=1)[CH3:3], predict the reaction product. The product is: [ClH:1].[CH2:2]([C:4]1[S:5][C:6]2[C:15]3[CH:14]=[CH:13][CH:12]=[CH:11][C:10]=3[N:9]=[C:8]([NH2:16])[C:7]=2[N:17]=1)[CH3:3]. (5) Given the reactants [CH:1]1([C:6]2([CH2:14][CH2:15][C:16]3[CH:21]=[CH:20][C:19]([OH:22])=[C:18]([CH2:23][CH2:24][CH3:25])[CH:17]=3)[O:11][C:10](=[O:12])[CH2:9][C:8](=[O:13])[CH2:7]2)[CH2:5][CH2:4][CH2:3][CH2:2]1.[CH2:26]([C:28]1[CH:33]=[C:32]([CH2:34][CH3:35])[N:31]2[N:36]=[C:37]([CH:39]=O)[N:38]=[C:30]2[N:29]=1)[CH3:27].CC1C=C(C)N2N=C(C=O)N=C2N=1, predict the reaction product. The product is: [CH:1]1([C:6]2([CH2:14][CH2:15][C:16]3[CH:21]=[CH:20][C:19]([OH:22])=[C:18]([CH2:23][CH2:24][CH3:25])[CH:17]=3)[O:11][C:10](=[O:12])[C:9]([CH2:39][C:37]3[N:38]=[C:30]4[N:29]=[C:28]([CH2:26][CH3:27])[CH:33]=[C:32]([CH2:34][CH3:35])[N:31]4[N:36]=3)=[C:8]([OH:13])[CH2:7]2)[CH2:5][CH2:4][CH2:3][CH2:2]1. (6) Given the reactants [Cl:1][C:2]1[CH:3]=[C:4](/[N:9]=[CH:10]/[C:11]2[C:16]([CH2:17][OH:18])=[CH:15][N:14]=[C:13]([CH3:19])[C:12]=2[OH:20])[CH:5]=[CH:6][C:7]=1[F:8].[Si]([C:25]#[N:26])(C)(C)C, predict the reaction product. The product is: [NH2:26][C:25]1[O:20][C:12]2=[C:13]([CH3:19])[N:14]=[CH:15][C:16]([CH2:17][OH:18])=[C:11]2[C:10]=1[NH:9][C:4]1[CH:5]=[CH:6][C:7]([F:8])=[C:2]([Cl:1])[CH:3]=1. (7) Given the reactants [Br:1][C:2]1[CH:3]=[C:4]([F:17])[CH:5]=[C:6]2[C:11]=1[N:10]=[C:9]([C:12](OCC)=[O:13])[CH:8]=[CH:7]2.CC(C[AlH]CC(C)C)C, predict the reaction product. The product is: [Br:1][C:2]1[CH:3]=[C:4]([F:17])[CH:5]=[C:6]2[C:11]=1[N:10]=[C:9]([CH2:12][OH:13])[CH:8]=[CH:7]2.